The task is: Binary Classification. Given a drug SMILES string, predict its activity (active/inactive) in a high-throughput screening assay against a specified biological target.. This data is from Serine/threonine kinase 33 screen with 319,792 compounds. The molecule is S(c1n(CC2OCCC2)\c([nH]n1)=C1\c2c(N=C1)cccc2)CC(=O)NCCCC. The result is 0 (inactive).